Dataset: Catalyst prediction with 721,799 reactions and 888 catalyst types from USPTO. Task: Predict which catalyst facilitates the given reaction. (1) Reactant: Br[CH2:2][CH2:3][O:4][C:5]1[CH:6]=[C:7]([CH:24]=[CH:25][C:26]=1[CH2:27][S:28]([CH3:31])(=[O:30])=[O:29])[C:8]([NH:10][C:11]1[CH:16]=[CH:15][C:14]([Cl:17])=[C:13]([C:18]2[CH:23]=[CH:22][CH:21]=[CH:20][N:19]=2)[CH:12]=1)=[O:9].C(=O)([O-])[O-].[K+].[K+].[NH:38]1[CH2:42][CH2:41][CH2:40][CH2:39]1. Product: [Cl:17][C:14]1[CH:15]=[CH:16][C:11]([NH:10][C:8](=[O:9])[C:7]2[CH:24]=[CH:25][C:26]([CH2:27][S:28]([CH3:31])(=[O:30])=[O:29])=[C:5]([O:4][CH2:3][CH2:2][N:38]3[CH2:42][CH2:41][CH2:40][CH2:39]3)[CH:6]=2)=[CH:12][C:13]=1[C:18]1[CH:23]=[CH:22][CH:21]=[CH:20][N:19]=1. The catalyst class is: 444. (2) Reactant: [OH:1][C:2]1[N:6]([CH:7](O)[CH3:8])[N:5]=[C:4]([CH3:10])[CH:3]=1.[OH:11][C:12]1[CH:19]=[CH:18][C:15]([CH:16]=O)=[CH:14][CH:13]=1.C(O)(=[O:22])C. Product: [OH:11][C:12]1[CH:19]=[CH:18][C:15]([CH:16]=[C:3]2[C:4]([CH3:10])=[N:5][N:6]([CH2:7][CH2:8][OH:22])[C:2]2=[O:1])=[CH:14][CH:13]=1. The catalyst class is: 868. (3) Reactant: [F:1][C:2]([F:20])([F:19])[C:3]([N:5]1[CH2:14][CH2:13][C:12]2[C:7](=[CH:8][C:9]([N+:16]([O-:18])=[O:17])=[CH:10][C:11]=2I)[CH2:6]1)=[O:4].C([Sn](CCCC)(CCCC)[N:26]1[C:30]2[CH:31]=[CH:32][CH:33]=[CH:34][C:29]=2[S:28][CH2:27]1)CCC. Product: [S:28]1[C:29]2[CH:34]=[CH:33][CH:32]=[CH:31][C:30]=2[N:26]=[C:27]1[C:11]1[CH:10]=[C:9]([N+:16]([O-:18])=[O:17])[CH:8]=[C:7]2[C:12]=1[CH2:13][CH2:14][N:5]([C:3](=[O:4])[C:2]([F:20])([F:19])[F:1])[CH2:6]2. The catalyst class is: 432.